Dataset: Experimentally validated miRNA-target interactions with 360,000+ pairs, plus equal number of negative samples. Task: Binary Classification. Given a miRNA mature sequence and a target amino acid sequence, predict their likelihood of interaction. (1) The miRNA is cel-miR-124-3p with sequence UAAGGCACGCGGUGAAUGCCA. The protein sequence of the target gene is MATPEASGSGEKVEGSEPSVTYYRLEEVAKRNSAEETWMVIHGRVYDITRFLSEHPGGEEVLLEQAGADATESFEDVGHSPDAREMLKQYYIGDVHPSDLKPKGDDKDPSKNNSCQSSWAYWFVPIVGAILIGFLYRHFWADSKSS. Result: 0 (no interaction). (2) The miRNA is hsa-miR-6808-5p with sequence CAGGCAGGGAGGUGGGACCAUG. The protein sequence of the target gene is MQRTGGGAPRPGRNHGLPGSLRQPDPVALLMLLVDADQPEPMRSGARELALFLTPEPGAEAKEVEETIEGMLLRLEEFCSLADLIRSDTSQILEENIPVLKAKLTEMRGIYAKVDRLEAFVKMVGHHVAFLEADVLQAERDHGAFPQALRRWLGSAGLPSFRNVECSGTIPARCNLRLPGSSDSPASASQVAGITEVTCTGARDVRAAHTV. Result: 1 (interaction). (3) The miRNA is hsa-miR-3128 with sequence UCUGGCAAGUAAAAAACUCUCAU. The protein sequence of the target gene is MELAMDNSYAFNQRSTCNGIPSEKKNNFLVSEDHGQKILSVLQNFREQNVFYDFKIIMKDEIIPCHRCVLAACSDFFRAMFEVNMKERDDGSVTITNLSSKAVKAFLDYAYTGKTKITDDNVEMFFQLSSFLQVSFLSKACSDFLIKSINLVNCLQLLSISDSYGSTSLFDHALHFVQHHFSLLFKSSDFLEMNFGVLQKCLESDELNVPEEEMVLKVVLSWTKHNLESRQKYLPHLIEKVRLHQLSEETLQDCLFNEESLLKSTNCFDIIMDAIKCVQGSGGLFPDARPSTTEKYIFIH.... Result: 0 (no interaction). (4) The miRNA is hsa-miR-548h-3p with sequence CAAAAACCGCAAUUACUUUUGCA. The protein sequence of the target gene is MDELAGGGGGGPGMAAPPRQQQGPGGNLGLSPGGNGAAGGGGPPASEGAGPAAGPELSRPQQYTIPGILHYIQHEWARFEMERAHWEVERAELQARIAFLQGERKGQENLKKDLVRRIKMLEYALKQERAKYHKLKYGTELNQGDLKMPTFESEETKDTEAPTAPQNSQLTWKQGRQLLRQYLQEVGYTDTILDVRSQRVRSLLGLSNSEPNGSVETKNLEQILNGGESPKQKGQEIKRSSGDVLETFNFLENADDSDEDEENDMIEGIPEGKDKHRMNKHKIGNEGLAADLTDDPDTEE.... Result: 1 (interaction).